Dataset: TCR-epitope binding with 47,182 pairs between 192 epitopes and 23,139 TCRs. Task: Binary Classification. Given a T-cell receptor sequence (or CDR3 region) and an epitope sequence, predict whether binding occurs between them. (1) The epitope is FLPRVFSAV. The TCR CDR3 sequence is CASSLVEGANTGELFF. Result: 1 (the TCR binds to the epitope). (2) Result: 1 (the TCR binds to the epitope). The TCR CDR3 sequence is CASSLGAGLSYNEQFF. The epitope is FLPRVFSAV. (3) The epitope is CTELKLSDY. The TCR CDR3 sequence is CASSLERSGELFF. Result: 0 (the TCR does not bind to the epitope). (4) The epitope is LLWNGPMAV. The TCR CDR3 sequence is CASSDWGGTGRGPEAFF. Result: 1 (the TCR binds to the epitope). (5) The epitope is ATDALMTGY. The TCR CDR3 sequence is CASSLMRNVDEQYF. Result: 0 (the TCR does not bind to the epitope).